From a dataset of Full USPTO retrosynthesis dataset with 1.9M reactions from patents (1976-2016). Predict the reactants needed to synthesize the given product. (1) Given the product [CH2:11]([O:18][C:19]1[CH:24]=[CH:23][C:22]([C:2]2[CH:3]=[CH:4][C:5]([CH3:10])=[C:6]([CH:7]=[O:8])[CH:9]=2)=[CH:21][CH:20]=1)[C:12]1[CH:17]=[CH:16][CH:15]=[CH:14][CH:13]=1, predict the reactants needed to synthesize it. The reactants are: Br[C:2]1[CH:3]=[CH:4][C:5]([CH3:10])=[C:6]([CH:9]=1)[CH:7]=[O:8].[CH2:11]([O:18][C:19]1[CH:24]=[CH:23][C:22](B(O)O)=[CH:21][CH:20]=1)[C:12]1[CH:17]=[CH:16][CH:15]=[CH:14][CH:13]=1.C([O-])([O-])=O.[Na+].[Na+]. (2) Given the product [CH3:17][C:18]1[N:4]([CH2:3][CH:2]([CH3:16])[CH3:1])[C:5]2[C:14]3[N:13]=[CH:12][CH:11]=[CH:10][C:9]=3[N:8]=[CH:7][C:6]=2[N:15]=1, predict the reactants needed to synthesize it. The reactants are: [CH3:1][CH:2]([CH3:16])[CH2:3][NH:4][C:5]1[C:14]2[C:9](=[CH:10][CH:11]=[CH:12][N:13]=2)[N:8]=[CH:7][C:6]=1[NH2:15].[C:17]1(C)C=CC(S(O)(=O)=O)=C[CH:18]=1.